This data is from Full USPTO retrosynthesis dataset with 1.9M reactions from patents (1976-2016). The task is: Predict the reactants needed to synthesize the given product. (1) Given the product [Br:30][C:10]1[N:11]([CH:14]2[CH2:19][CH2:18][CH2:17][CH2:16][O:15]2)[C:12]2[C:8]([N:9]=1)=[C:7]([NH2:20])[N:6]=[C:5]([O:4][CH2:3][CH:2]([CH3:1])[CH2:21][CH3:22])[N:13]=2, predict the reactants needed to synthesize it. The reactants are: [CH3:1][CH:2]([CH2:21][CH3:22])[CH2:3][O:4][C:5]1[N:13]=[C:12]2[C:8]([N:9]=[CH:10][N:11]2[CH:14]2[CH2:19][CH2:18][CH2:17][CH2:16][O:15]2)=[C:7]([NH2:20])[N:6]=1.C1C(=O)N([Br:30])C(=O)C1.C(Cl)Cl. (2) Given the product [Cl:1][C:2]1[CH:7]=[CH:6][N:5]=[C:4]([CH2:8][F:16])[N:3]=1, predict the reactants needed to synthesize it. The reactants are: [Cl:1][C:2]1[CH:7]=[CH:6][N:5]=[C:4]([CH2:8]O)[N:3]=1.CCN(S(F)(F)[F:16])CC.C([O-])(O)=O.[Na+]. (3) Given the product [S:35]1[C:36]2[CH:41]=[CH:40][CH:39]=[CH:38][C:37]=2[C:33]([N:27]2[CH2:28][CH2:29][N:30]([CH2:8][CH2:9][CH2:10][C:11]3[CH:12]=[C:13]4[C:18](=[CH:19][CH:20]=3)[N:17]([C:21](=[O:23])[CH3:22])[CH2:16][C:15]([CH3:25])([CH3:24])[CH2:14]4)[CH2:31][CH2:32]2)=[N:34]1, predict the reactants needed to synthesize it. The reactants are: C(=O)([O-])[O-].[K+].[K+].Cl[CH2:8][CH2:9][CH2:10][C:11]1[CH:12]=[C:13]2[C:18](=[CH:19][CH:20]=1)[N:17]([C:21](=[O:23])[CH3:22])[CH2:16][C:15]([CH3:25])([CH3:24])[CH2:14]2.Cl.[N:27]1([C:33]2[C:37]3[CH:38]=[CH:39][CH:40]=[CH:41][C:36]=3[S:35][N:34]=2)[CH2:32][CH2:31][NH:30][CH2:29][CH2:28]1. (4) The reactants are: [Cl-].[Li+].C[C:4](P(OC)(O)=O)([C:6]([O-:8])=[O:7])C.[CH2:14]1CCN2C(=NCCC2)CC1.[F:25][C:26]([F:38])([F:37])[C:27]([C:29]1[CH:34]=[CH:33][CH:32]=[C:31]([O:35][CH3:36])[CH:30]=1)=O. Given the product [F:25][C:26]([F:38])([F:37])/[C:27](/[C:29]1[CH:34]=[CH:33][CH:32]=[C:31]([O:35][CH3:36])[CH:30]=1)=[CH:4]\[C:6]([O:8][CH3:14])=[O:7], predict the reactants needed to synthesize it. (5) Given the product [NH2:18][CH:9]([C:8]1[C:3]([O:2][CH3:1])=[CH:4][N:5]=[CH:6][C:7]=1[O:25][CH3:26])[CH2:10][CH2:11][CH2:12][CH2:13][C:14]([O:16][CH3:17])=[O:15], predict the reactants needed to synthesize it. The reactants are: [CH3:1][O:2][C:3]1[CH:4]=[N:5][CH:6]=[C:7]([O:25][CH3:26])[C:8]=1[CH:9]([NH:18]S(C(C)(C)C)=O)[CH2:10][CH2:11][CH2:12][CH2:13][C:14]([O:16][CH3:17])=[O:15].Cl.O1CCOCC1. (6) Given the product [F:22][C:21]([F:24])([F:23])[S:18]([O:10][C:9]1[C:4]([N+:1]([O-:3])=[O:2])=[N:5][CH:6]=[CH:7][CH:8]=1)(=[O:20])=[O:19], predict the reactants needed to synthesize it. The reactants are: [N+:1]([C:4]1[C:9]([OH:10])=[CH:8][CH:7]=[CH:6][N:5]=1)([O-:3])=[O:2].C(N(CC)CC)C.[S:18](O[S:18]([C:21]([F:24])([F:23])[F:22])(=[O:20])=[O:19])([C:21]([F:24])([F:23])[F:22])(=[O:20])=[O:19].O. (7) Given the product [NH2:7][CH:8]([CH2:9][C:10]1[CH:11]=[CH:12][CH:13]=[CH:14][CH:15]=1)[C:16]([NH:17][CH:18]([C:20](=[O:49])[NH:21][CH:22]([CH2:39][C:40]1[CH:45]=[C:44]([F:46])[C:43]([F:47])=[CH:42][C:41]=1[F:48])[CH2:23][C:24](=[O:38])[N:25]1[CH2:30][CH2:29][N:28]2[C:31]([C:34]([F:35])([F:37])[F:36])=[N:32][N:33]=[C:27]2[CH2:26]1)[CH3:19])=[O:50], predict the reactants needed to synthesize it. The reactants are: C(OC(=O)[NH:7][CH:8]([C:16](=[O:50])[NH:17][CH:18]([C:20](=[O:49])[NH:21][CH:22]([CH2:39][C:40]1[CH:45]=[C:44]([F:46])[C:43]([F:47])=[CH:42][C:41]=1[F:48])[CH2:23][C:24](=[O:38])[N:25]1[CH2:30][CH2:29][N:28]2[C:31]([C:34]([F:37])([F:36])[F:35])=[N:32][N:33]=[C:27]2[CH2:26]1)[CH3:19])[CH2:9][C:10]1[CH:15]=[CH:14][CH:13]=[CH:12][CH:11]=1)(C)(C)C.CCOC(C)=O.